This data is from Full USPTO retrosynthesis dataset with 1.9M reactions from patents (1976-2016). The task is: Predict the reactants needed to synthesize the given product. (1) Given the product [NH2:11][CH2:10][C@@:9]([NH:13][C@H:14]([C:17]1[CH:18]=[CH:19][CH:20]=[CH:21][CH:22]=1)[CH2:15][OH:16])([CH3:12])[C:8]([F:23])([F:24])[F:7], predict the reactants needed to synthesize it. The reactants are: [H-].[Al+3].[Li+].[H-].[H-].[H-].[F:7][C:8]([F:24])([F:23])[C@:9]([NH:13][C@H:14]([C:17]1[CH:22]=[CH:21][CH:20]=[CH:19][CH:18]=1)[CH2:15][OH:16])([CH3:12])[C:10]#[N:11].O.[OH-].[K+]. (2) Given the product [CH2:20]([O:19][C:2]1[C:3]([CH3:18])=[C:4]([CH3:17])[C:5]2[N:6]([C:8]([NH:11][CH2:12][C:13]([F:16])([F:15])[F:14])=[N:9][N:10]=2)[N:7]=1)[CH3:21], predict the reactants needed to synthesize it. The reactants are: Cl[C:2]1[C:3]([CH3:18])=[C:4]([CH3:17])[C:5]2[N:6]([C:8]([NH:11][CH2:12][C:13]([F:16])([F:15])[F:14])=[N:9][N:10]=2)[N:7]=1.[O-:19][CH2:20][CH3:21].[Na+].O. (3) Given the product [N:26]12[CH2:33][CH2:32][CH:29]([CH2:30][CH2:31]1)[C@@H:28]([NH:34][C:2]1[CH:7]=[CH:6][CH:5]=[CH:4][C:3]=1[S:8]([NH:11][C:12]1[C:21]([C:22]([OH:24])=[O:23])=[C:20]3[C:15]([CH:16]4[CH2:25][CH:17]4[CH2:18][O:19]3)=[CH:14][CH:13]=1)(=[O:10])=[O:9])[CH2:27]2, predict the reactants needed to synthesize it. The reactants are: F[C:2]1[CH:7]=[CH:6][CH:5]=[CH:4][C:3]=1[S:8]([NH:11][C:12]1[C:21]([C:22]([OH:24])=[O:23])=[C:20]2[C:15]([CH:16]3[CH2:25][CH:17]3[CH2:18][O:19]2)=[CH:14][CH:13]=1)(=[O:10])=[O:9].[N:26]12[CH2:33][CH2:32][CH:29]([CH2:30][CH2:31]1)[C@@H:28]([NH2:34])[CH2:27]2.